From a dataset of TCR-epitope binding with 47,182 pairs between 192 epitopes and 23,139 TCRs. Binary Classification. Given a T-cell receptor sequence (or CDR3 region) and an epitope sequence, predict whether binding occurs between them. (1) The epitope is AYAQKIFKI. The TCR CDR3 sequence is CASSYETTANEQFF. Result: 0 (the TCR does not bind to the epitope). (2) The epitope is RQLLFVVEV. The TCR CDR3 sequence is CASSGHGSGAYNEQFF. Result: 1 (the TCR binds to the epitope). (3) The epitope is ELAGIGILTV. The TCR CDR3 sequence is CASSAGLIGANVLTF. Result: 1 (the TCR binds to the epitope). (4) The epitope is NLSALGIFST. The TCR CDR3 sequence is CASSLAGTHETQYF. Result: 0 (the TCR does not bind to the epitope). (5) The epitope is KLWAQCVQL. The TCR CDR3 sequence is CASSLSRGIETEAFF. Result: 1 (the TCR binds to the epitope). (6) The TCR CDR3 sequence is CASSDRTSGINEQFF. The epitope is GILGFVFTL. Result: 1 (the TCR binds to the epitope). (7) The epitope is QIKVRVKMV. Result: 0 (the TCR does not bind to the epitope). The TCR CDR3 sequence is CASSPQGARLDEQFF.